This data is from Forward reaction prediction with 1.9M reactions from USPTO patents (1976-2016). The task is: Predict the product of the given reaction. (1) Given the reactants [N+:1]([C:4]1[CH:5]=[C:6]2[C:10](=[CH:11][CH:12]=1)[NH:9][C:8](=[O:13])[C:7]2=[C:14]1[CH2:18][CH2:17][N:16]([C:19]([O:21][C:22]([CH3:25])([CH3:24])[CH3:23])=[O:20])[CH2:15]1)([O-])=O, predict the reaction product. The product is: [NH2:1][C:4]1[CH:5]=[C:6]2[C:10](=[CH:11][CH:12]=1)[NH:9][C:8](=[O:13])[CH:7]2[CH:14]1[CH2:18][CH2:17][N:16]([C:19]([O:21][C:22]([CH3:25])([CH3:24])[CH3:23])=[O:20])[CH2:15]1. (2) Given the reactants Cl[C:2]1[N:10]=[C:9]([CH3:11])[CH:8]=[CH:7][C:3]=1[C:4]([OH:6])=O.[CH3:12][S:13][C:14]1[CH:15]=[C:16]([CH:18]=[CH:19][CH:20]=1)[NH2:17], predict the reaction product. The product is: [CH3:11][C:9]1[CH:8]=[CH:7][C:3]([CH:4]=[O:6])=[C:2]([NH:17][C:16]2[CH:18]=[CH:19][CH:20]=[C:14]([S:13][CH3:12])[CH:15]=2)[N:10]=1.